Dataset: Kir2.1 potassium channel HTS with 301,493 compounds. Task: Binary Classification. Given a drug SMILES string, predict its activity (active/inactive) in a high-throughput screening assay against a specified biological target. (1) The drug is Brc1n(c2c(n(c(=O)n(c2=O)C)C)n1)CC=C. The result is 0 (inactive). (2) The drug is o1c(c(nc1c1c(OC)ccc(OC)c1)CN1CCN(CC1)C(=O)c1occc1)C. The result is 0 (inactive). (3) The drug is S(=O)(=O)(N1CCOCC1)c1cc(NC(=O)CCNC(=O)C)c(Oc2ccccc2)cc1. The result is 0 (inactive). (4) The molecule is Clc1ccc(c2nn(CCC(=O)NCCN3CCOCC3)c(=O)c3c2cccc3)cc1. The result is 0 (inactive). (5) The drug is O1CCN(c2nc(N3CCCCC3)c3CN(C4CCCCC4)CCc3c2C#N)CC1. The result is 0 (inactive). (6) The compound is S(=O)(=O)(Nc1ccc(OC)cc1)c1cc(C(=O)N2CC(OC(C2)C)C)c(cc1)C. The result is 0 (inactive). (7) The molecule is s1c(c2n(Cc3ccccc3)c3nc4c(nc3n2)cccc4)ccc1. The result is 0 (inactive). (8) The drug is O=C(N1CCN(CC1)c1ccccc1)NC(Cc1ccccc1)C(O)=O. The result is 0 (inactive). (9) The compound is s1c(NC(=O)C2N(CCC2)C(OC(C)(C)C)=O)nc2c1cc(cc2)C. The result is 0 (inactive).